This data is from Peptide-MHC class I binding affinity with 185,985 pairs from IEDB/IMGT. The task is: Regression. Given a peptide amino acid sequence and an MHC pseudo amino acid sequence, predict their binding affinity value. This is MHC class I binding data. (1) The peptide sequence is ASQKGMSVY. The MHC is Mamu-A02 with pseudo-sequence Mamu-A02. The binding affinity (normalized) is 0.976. (2) The peptide sequence is ARLGKGYMF. The MHC is HLA-B58:01 with pseudo-sequence HLA-B58:01. The binding affinity (normalized) is 0.0847. (3) The peptide sequence is MSIMPVLAY. The MHC is HLA-B15:01 with pseudo-sequence HLA-B15:01. The binding affinity (normalized) is 0.971. (4) The peptide sequence is HQLDPAFRA. The MHC is HLA-A11:01 with pseudo-sequence HLA-A11:01. The binding affinity (normalized) is 0.113.